Dataset: NCI-60 drug combinations with 297,098 pairs across 59 cell lines. Task: Regression. Given two drug SMILES strings and cell line genomic features, predict the synergy score measuring deviation from expected non-interaction effect. (1) Drug 1: C1CN(CCN1C(=O)CCBr)C(=O)CCBr. Drug 2: CC(C)CN1C=NC2=C1C3=CC=CC=C3N=C2N. Cell line: HOP-62. Synergy scores: CSS=45.4, Synergy_ZIP=4.41, Synergy_Bliss=2.83, Synergy_Loewe=2.73, Synergy_HSA=0.679. (2) Drug 1: CN1C(=O)N2C=NC(=C2N=N1)C(=O)N. Drug 2: CC12CCC3C(C1CCC2OP(=O)(O)O)CCC4=C3C=CC(=C4)OC(=O)N(CCCl)CCCl.[Na+]. Cell line: OVCAR-8. Synergy scores: CSS=9.37, Synergy_ZIP=0.0676, Synergy_Bliss=1.98, Synergy_Loewe=2.19, Synergy_HSA=3.43. (3) Drug 1: CCCS(=O)(=O)NC1=C(C(=C(C=C1)F)C(=O)C2=CNC3=C2C=C(C=N3)C4=CC=C(C=C4)Cl)F. Drug 2: CC1=C2C(C(=O)C3(C(CC4C(C3C(C(C2(C)C)(CC1OC(=O)C(C(C5=CC=CC=C5)NC(=O)OC(C)(C)C)O)O)OC(=O)C6=CC=CC=C6)(CO4)OC(=O)C)OC)C)OC. Cell line: UO-31. Synergy scores: CSS=50.4, Synergy_ZIP=2.90, Synergy_Bliss=4.16, Synergy_Loewe=-23.6, Synergy_HSA=6.19. (4) Drug 1: CC1CCC2CC(C(=CC=CC=CC(CC(C(=O)C(C(C(=CC(C(=O)CC(OC(=O)C3CCCCN3C(=O)C(=O)C1(O2)O)C(C)CC4CCC(C(C4)OC)O)C)C)O)OC)C)C)C)OC. Cell line: SF-539. Drug 2: CCCCC(=O)OCC(=O)C1(CC(C2=C(C1)C(=C3C(=C2O)C(=O)C4=C(C3=O)C=CC=C4OC)O)OC5CC(C(C(O5)C)O)NC(=O)C(F)(F)F)O. Synergy scores: CSS=22.0, Synergy_ZIP=-1.87, Synergy_Bliss=-5.60, Synergy_Loewe=-8.24, Synergy_HSA=-7.70. (5) Drug 1: C1CN1C2=NC(=NC(=N2)N3CC3)N4CC4. Drug 2: C1=C(C(=O)NC(=O)N1)N(CCCl)CCCl. Cell line: NCIH23. Synergy scores: CSS=23.6, Synergy_ZIP=-4.95, Synergy_Bliss=-3.01, Synergy_Loewe=-13.2, Synergy_HSA=-2.58. (6) Drug 1: C1CCC(C1)C(CC#N)N2C=C(C=N2)C3=C4C=CNC4=NC=N3. Drug 2: CC1C(C(CC(O1)OC2CC(CC3=C2C(=C4C(=C3O)C(=O)C5=CC=CC=C5C4=O)O)(C(=O)C)O)N)O. Cell line: SNB-75. Synergy scores: CSS=48.1, Synergy_ZIP=9.01, Synergy_Bliss=13.9, Synergy_Loewe=-34.9, Synergy_HSA=11.5. (7) Drug 1: CCCCCOC(=O)NC1=NC(=O)N(C=C1F)C2C(C(C(O2)C)O)O. Drug 2: C(CC(=O)O)C(=O)CN.Cl. Cell line: PC-3. Synergy scores: CSS=0.215, Synergy_ZIP=-0.221, Synergy_Bliss=5.16, Synergy_Loewe=1.34, Synergy_HSA=1.58. (8) Drug 1: CCC1=CC2CC(C3=C(CN(C2)C1)C4=CC=CC=C4N3)(C5=C(C=C6C(=C5)C78CCN9C7C(C=CC9)(C(C(C8N6C)(C(=O)OC)O)OC(=O)C)CC)OC)C(=O)OC.C(C(C(=O)O)O)(C(=O)O)O. Drug 2: CCCCCOC(=O)NC1=NC(=O)N(C=C1F)C2C(C(C(O2)C)O)O. Cell line: HS 578T. Synergy scores: CSS=58.0, Synergy_ZIP=0.571, Synergy_Bliss=4.19, Synergy_Loewe=-32.0, Synergy_HSA=3.61. (9) Drug 1: C1=C(C(=O)NC(=O)N1)N(CCCl)CCCl. Drug 2: C1=C(C(=O)NC(=O)N1)F. Cell line: SN12C. Synergy scores: CSS=45.6, Synergy_ZIP=0.245, Synergy_Bliss=0.588, Synergy_Loewe=3.27, Synergy_HSA=6.28.